From a dataset of Full USPTO retrosynthesis dataset with 1.9M reactions from patents (1976-2016). Predict the reactants needed to synthesize the given product. (1) Given the product [F:1][C:2]1[CH:3]=[C:4]2[C:8](=[CH:9][C:10]=1[C:11]1[CH:12]=[N:13][N:14]([CH3:16])[CH:15]=1)[NH:7][CH2:6][CH2:5]2, predict the reactants needed to synthesize it. The reactants are: [F:1][C:2]1[CH:3]=[C:4]2[C:8](=[CH:9][C:10]=1[C:11]1[CH:12]=[N:13][N:14]([CH3:16])[CH:15]=1)[N:7](C(OC(C)(C)C)=O)[CH2:6][CH2:5]2.Cl. (2) Given the product [Cl:9][C:10]1[CH:11]=[C:12]([CH:17]([Br:1])[C:18]([O:20][CH3:21])=[O:19])[CH:13]=[CH:14][C:15]=1[Cl:16], predict the reactants needed to synthesize it. The reactants are: [Br:1]N1C(=O)CCC1=O.[Cl:9][C:10]1[CH:11]=[C:12]([CH2:17][C:18]([O:20][CH3:21])=[O:19])[CH:13]=[CH:14][C:15]=1[Cl:16]. (3) Given the product [N+:1]([C:4]1[CH:5]=[CH:6][C:7]([N:10]2[CH2:15][CH2:14][N:13]([C:24]([O:26][CH2:27][C:28]3[CH:33]=[CH:32][CH:31]=[CH:30][CH:29]=3)=[O:25])[CH2:12][CH2:11]2)=[CH:8][CH:9]=1)([O-:3])=[O:2], predict the reactants needed to synthesize it. The reactants are: [N+:1]([C:4]1[CH:9]=[CH:8][C:7]([N:10]2[CH2:15][CH2:14][NH:13][CH2:12][CH2:11]2)=[CH:6][CH:5]=1)([O-:3])=[O:2].CCN(CC)CC.Cl[C:24]([O:26][CH2:27][C:28]1[CH:33]=[CH:32][CH:31]=[CH:30][CH:29]=1)=[O:25]. (4) Given the product [Br:1][C:2]1[C:10]2[S:9][C:8](=[CH:17][C:16]3[CH:19]=[CH:20][CH:21]=[C:14]([C:13]([F:12])([F:22])[F:23])[CH:15]=3)[C:7](=[O:11])[C:6]=2[CH:5]=[CH:4][CH:3]=1, predict the reactants needed to synthesize it. The reactants are: [Br:1][C:2]1[C:10]2[S:9][CH2:8][C:7](=[O:11])[C:6]=2[CH:5]=[CH:4][CH:3]=1.[F:12][C:13]([F:23])([F:22])[C:14]1[CH:15]=[C:16]([CH:19]=[CH:20][CH:21]=1)[CH:17]=O.N1CCCCC1. (5) Given the product [C:14]([N:5]1[CH2:6][CH2:7][CH2:8][C@@H:3]([CH2:2][OH:1])[CH2:4]1)([O:13][C:9]([CH3:12])([CH3:11])[CH3:10])=[O:15], predict the reactants needed to synthesize it. The reactants are: [OH:1][CH2:2][C@@H:3]1[CH2:8][CH2:7][CH2:6][NH:5][CH2:4]1.[C:9]([O:13][C:14](O[C:14]([O:13][C:9]([CH3:12])([CH3:11])[CH3:10])=[O:15])=[O:15])([CH3:12])([CH3:11])[CH3:10].CN1CCOCC1. (6) Given the product [NH3:4].[CH3:65][OH:66].[CH:21]1([C:24]2[C:29]([N:30]3[CH:34]=[N:33][N:32]=[N:31]3)=[CH:28][C:27]([NH:35][C:43]3[N:48]=[C:47]([NH:49][CH:50]4[CH2:51][C:52]([CH3:58])([CH3:59])[NH:53][C:54]([CH3:57])([CH3:56])[CH2:55]4)[C:46]([F:60])=[CH:45][N:44]=3)=[C:26]([F:36])[CH:25]=2)[CH2:23][CH2:22]1, predict the reactants needed to synthesize it. The reactants are: Cl.ClC1N=C(NC2CC(C)(C)NC(C)(C)C2)C(F)=C[N:4]=1.[CH:21]1([C:24]2[C:29]([N:30]3[CH:34]=[N:33][N:32]=[N:31]3)=[CH:28][C:27]([NH2:35])=[C:26]([F:36])[CH:25]=2)[CH2:23][CH2:22]1.N1C=NN=N1.Cl[C:43]1[N:48]=[C:47]([NH:49][CH:50]2[CH2:55][C:54]([CH3:57])([CH3:56])[NH:53][C:52]([CH3:59])([CH3:58])[CH2:51]2)[C:46]([F:60])=[CH:45][N:44]=1.NC1C=C(C=CC=1)[C:65](O)=[O:66].N1C=CC=NC=1. (7) Given the product [CH2:1]([N:8]1[CH:13]=[CH:12][C:11](=[O:14])[C:10]2[C:32]([C:44]3[CH:45]=[CH:46][C:41]([CH2:39][CH3:40])=[CH:42][CH:43]=3)=[C:31]([C:33]3[CH:38]=[CH:37][CH:36]=[CH:35][CH:34]=3)[O:23][C:9]1=2)[C:2]1[CH:3]=[CH:4][CH:5]=[CH:6][CH:7]=1, predict the reactants needed to synthesize it. The reactants are: [CH2:1]([N:8]1[CH:13]=[CH:12][C:11]([O:14]CC2C=CC=CC=2)=[C:10](I)[C:9]1=[O:23])[C:2]1[CH:7]=[CH:6][CH:5]=[CH:4][CH:3]=1.C(N(CC)CC)C.[C:31]([C:33]1[CH:38]=[CH:37][CH:36]=[CH:35][CH:34]=1)#[CH:32].[CH2:39]([C:41]1[CH:46]=[CH:45][C:44](I)=[CH:43][CH:42]=1)[CH3:40]. (8) Given the product [CH:10]1([CH2:9][NH:8][C:4]2[N:5]=[CH:6][N:7]=[C:2]([C:25]3[CH:26]=[CH:27][C:22]([CH2:21][NH:20][C:18]([O:17][C:13]([CH3:14])([CH3:16])[CH3:15])=[O:19])=[CH:23][CH:24]=3)[CH:3]=2)[CH2:12][CH2:11]1, predict the reactants needed to synthesize it. The reactants are: Cl[C:2]1[N:7]=[CH:6][N:5]=[C:4]([NH:8][CH2:9][CH:10]2[CH2:12][CH2:11]2)[CH:3]=1.[C:13]([O:17][C:18]([NH:20][CH2:21][C:22]1[CH:27]=[CH:26][C:25](B(O)O)=[CH:24][CH:23]=1)=[O:19])([CH3:16])([CH3:15])[CH3:14].C(=O)([O-])[O-].[K+].[K+].[OH-].[Na+]. (9) Given the product [Si:32]([O:39][CH2:40][CH2:41][N:42]([CH:43]([CH3:45])[CH3:44])[C:29]([C:10]1[C:9]([O:8][CH2:1][C:2]2[CH:3]=[CH:4][CH:5]=[CH:6][CH:7]=2)=[C:14]([OH:15])[N:13]=[C:12]([CH2:16][C:17]2[C:22]([C:23]3[CH:28]=[CH:27][CH:26]=[CH:25][CH:24]=3)=[CH:21][CH:20]=[CH:19][N:18]=2)[N:11]=1)=[O:30])([C:35]([CH3:38])([CH3:37])[CH3:36])([CH3:34])[CH3:33], predict the reactants needed to synthesize it. The reactants are: [CH2:1]([O:8][C:9]1[C:10]([C:29](O)=[O:30])=[N:11][C:12]([CH2:16][C:17]2[C:22]([C:23]3[CH:28]=[CH:27][CH:26]=[CH:25][CH:24]=3)=[CH:21][CH:20]=[CH:19][N:18]=2)=[N:13][C:14]=1[OH:15])[C:2]1[CH:7]=[CH:6][CH:5]=[CH:4][CH:3]=1.[Si:32]([O:39][CH2:40][CH2:41][NH:42][CH:43]([CH3:45])[CH3:44])([C:35]([CH3:38])([CH3:37])[CH3:36])([CH3:34])[CH3:33].C(N(CC)C(C)C)(C)C.C(P1(=O)OP(CCC)(=O)OP(CCC)(=O)O1)CC. (10) The reactants are: [F:1][C:2]([F:36])([F:35])[C:3]1[CH:4]=[C:5]([C:13]([CH3:34])([CH3:33])[C:14]([N:16]([C:18]2[CH:19]=[N:20][C:21](Cl)=[CH:22][C:23]=2[C:24]2[CH:29]=[CH:28][CH:27]=[CH:26][C:25]=2[CH:30]=[O:31])[CH3:17])=[O:15])[CH:6]=[C:7]([C:9]([F:12])([F:11])[F:10])[CH:8]=1.[CH3:37][C:38]([Si:41]([CH3:55])([CH3:54])[O:42][CH2:43][C@@H:44]1[CH2:53][N:52]2[C@H:47]([CH2:48][O:49][CH2:50][CH2:51]2)[CH2:46][NH:45]1)([CH3:40])[CH3:39].[Cl-].[OH-].[Na+]. Given the product [F:1][C:2]([F:36])([F:35])[C:3]1[CH:4]=[C:5]([C:13]([CH3:34])([CH3:33])[C:14]([N:16]([C:18]2[CH:19]=[N:20][C:21]([N:45]3[C@H:44]([CH2:43][O:42][Si:41]([C:38]([CH3:40])([CH3:39])[CH3:37])([CH3:54])[CH3:55])[CH2:53][N:52]4[C@H:47]([CH2:48][O:49][CH2:50][CH2:51]4)[CH2:46]3)=[CH:22][C:23]=2[C:24]2[CH:29]=[CH:28][CH:27]=[CH:26][C:25]=2[CH:30]=[O:31])[CH3:17])=[O:15])[CH:6]=[C:7]([C:9]([F:12])([F:11])[F:10])[CH:8]=1, predict the reactants needed to synthesize it.